This data is from Full USPTO retrosynthesis dataset with 1.9M reactions from patents (1976-2016). The task is: Predict the reactants needed to synthesize the given product. (1) Given the product [Br:1][CH2:2][CH2:3][O:4][Si:12]([C:8]([CH3:11])([CH3:10])[CH3:9])([CH3:14])[CH3:13], predict the reactants needed to synthesize it. The reactants are: [Br:1][CH2:2][CH2:3][OH:4].C(Cl)Cl.[C:8]([Si:12](Cl)([CH3:14])[CH3:13])([CH3:11])([CH3:10])[CH3:9]. (2) Given the product [CH3:9][O:8][C:5]1[N:4]=[C:3]([CH3:10])[C:2]([B:14]2[O:15][C:16]([CH3:18])([CH3:17])[C:12]([CH3:28])([CH3:11])[O:13]2)=[CH:7][CH:6]=1, predict the reactants needed to synthesize it. The reactants are: Br[C:2]1[C:3]([CH3:10])=[N:4][C:5]([O:8][CH3:9])=[CH:6][CH:7]=1.[CH3:11][C:12]1([CH3:28])[C:16]([CH3:18])([CH3:17])[O:15][B:14]([B:14]2[O:15][C:16]([CH3:18])([CH3:17])[C:12]([CH3:28])([CH3:11])[O:13]2)[O:13]1.C([O-])(=O)C.[K+].